Dataset: hERG potassium channel inhibition data for cardiac toxicity prediction from Karim et al.. Task: Regression/Classification. Given a drug SMILES string, predict its toxicity properties. Task type varies by dataset: regression for continuous values (e.g., LD50, hERG inhibition percentage) or binary classification for toxic/non-toxic outcomes (e.g., AMES mutagenicity, cardiotoxicity, hepatotoxicity). Dataset: herg_karim. (1) The drug is O=C1COc2ccc(CNC34CCC(CCc5c(F)cnc6cc(C(F)(F)F)cnc56)(CC3)OC4)nc2N1. The result is 1 (blocker). (2) The compound is Clc1ccc(-n2c(-c3ccc(Cl)cc3Cl)nc3c(NC4CCCCC4)ncnc32)cc1. The result is 1 (blocker). (3) The molecule is C1CCC2(C1)C1C[N+](CC3CC3)CC2C[N+](CC2CC2)C1. The result is 1 (blocker). (4) The drug is CN1CCOc2ccc(CNC34CCC(CC5(O)Cn6c(=O)ccc7ncc(F)c5c76)(CC3)OC4)nc21. The result is 0 (non-blocker). (5) The drug is COc1ccc(-c2ccc3c(N4CCOC[C@@H]4C)nc(N4CCOC[C@@H]4C)nc3n2)cc1CO. The result is 0 (non-blocker). (6) The molecule is COc1cc(-c2cn([C@H]3C[C@@H](C(F)(F)F)CN(CC(F)(F)F)C3=O)nn2)ccc1-n1cnc(C)c1. The result is 0 (non-blocker).